This data is from NCI-60 drug combinations with 297,098 pairs across 59 cell lines. The task is: Regression. Given two drug SMILES strings and cell line genomic features, predict the synergy score measuring deviation from expected non-interaction effect. Drug 1: C1=C(C(=O)NC(=O)N1)N(CCCl)CCCl. Drug 2: CC(C)CN1C=NC2=C1C3=CC=CC=C3N=C2N. Cell line: UACC62. Synergy scores: CSS=26.6, Synergy_ZIP=-8.75, Synergy_Bliss=-3.02, Synergy_Loewe=-5.15, Synergy_HSA=-4.87.